From a dataset of Forward reaction prediction with 1.9M reactions from USPTO patents (1976-2016). Predict the product of the given reaction. Given the reactants [Br:1][C:2]1[CH:7]=[CH:6][C:5]([CH2:8][C:9]([OH:11])=[O:10])=[C:4](F)[CH:3]=1.[CH3:13][CH2:14][O-:15].[Na+].[Cl-].[Na+].[CH2:19](O)C, predict the reaction product. The product is: [Br:1][C:2]1[C:7]([CH3:19])=[CH:6][C:5]([CH2:8][C:9]([OH:11])=[O:10])=[C:4]([O:15][CH2:14][CH3:13])[CH:3]=1.